Predict the product of the given reaction. From a dataset of Forward reaction prediction with 1.9M reactions from USPTO patents (1976-2016). Given the reactants [Cl:1][C:2]1[CH:3]=[C:4]([CH2:9][CH2:10][CH2:11][NH:12][C:13](=[O:23])[CH:14]=[C:15]2[C:19](=[O:20])OC(C)(C)[O:16]2)[CH:5]=[CH:6][C:7]=1[Cl:8].C=O.[CH3:26][NH2:27].[CH3:28]O, predict the reaction product. The product is: [Cl:1][C:2]1[CH:3]=[C:4]([CH2:9][CH2:10][CH2:11][NH:12][C:13]([C:14]2[CH2:26][N:27]([CH3:28])[C:19](=[O:20])[C:15]=2[OH:16])=[O:23])[CH:5]=[CH:6][C:7]=1[Cl:8].